Dataset: Forward reaction prediction with 1.9M reactions from USPTO patents (1976-2016). Task: Predict the product of the given reaction. (1) Given the reactants [CH3:1][O:2][C:3]1[CH:8]=[CH:7][C:6]([C:9]2[S:13][C:12]([C:14](O)=[O:15])=[C:11]([NH:17][C:18]([NH:20][C:21]3[C:26]([CH3:27])=[CH:25][C:24]([CH3:28])=[CH:23][C:22]=3[CH3:29])=[O:19])[CH:10]=2)=[CH:5][CH:4]=1.CN(C(ON1N=NC2C=CC=NC1=2)=[N+](C)C)C.F[P-](F)(F)(F)(F)F.CCN(C(C)C)C(C)C.Cl.[NH2:64][C@@H:65]([CH:70]1[CH2:75][CH2:74][CH2:73][CH2:72][CH2:71]1)[C:66]([O:68][CH3:69])=[O:67], predict the reaction product. The product is: [CH:70]1([C@H:65]([NH:64][C:14]([C:12]2[S:13][C:9]([C:6]3[CH:7]=[CH:8][C:3]([O:2][CH3:1])=[CH:4][CH:5]=3)=[CH:10][C:11]=2[NH:17][C:18]([NH:20][C:21]2[C:26]([CH3:27])=[CH:25][C:24]([CH3:28])=[CH:23][C:22]=2[CH3:29])=[O:19])=[O:15])[C:66]([O:68][CH3:69])=[O:67])[CH2:75][CH2:74][CH2:73][CH2:72][CH2:71]1. (2) Given the reactants [C:1]([O:4][C:5]1[CH:15]=[CH:14][CH:13]=[CH:12][C:6]=1[C:7]([O:9][CH2:10]Cl)=[O:8])(=[O:3])[CH3:2].[N+:16]([O:19][CH:20]([CH2:31][O:32][N+:33]([O-:35])=[O:34])[CH2:21][C:22]1[CH:30]=[CH:29][C:25]([C:26]([OH:28])=[O:27])=[CH:24][CH:23]=1)([O-:18])=[O:17].CCN(CC)CC, predict the reaction product. The product is: [C:1]([O:4][C:5]1[CH:15]=[CH:14][CH:13]=[CH:12][C:6]=1[C:7]([O:9][CH2:10][O:28][C:26](=[O:27])[C:25]1[CH:24]=[CH:23][C:22]([CH2:21][CH:20]([O:19][N+:16]([O-:18])=[O:17])[CH2:31][O:32][N+:33]([O-:35])=[O:34])=[CH:30][CH:29]=1)=[O:8])(=[O:3])[CH3:2].